The task is: Predict the product of the given reaction.. This data is from Forward reaction prediction with 1.9M reactions from USPTO patents (1976-2016). Given the reactants [CH3:1][O:2][CH2:3][O:4][C:5]1[CH:14]=[CH:13][C:12]2[O:11][CH:10]([C:15]3[CH:20]=[CH:19][C:18]([O:21][CH2:22][O:23][CH3:24])=[CH:17][CH:16]=3)[CH:9]3[CH2:25][C:26](=[O:28])[CH2:27][CH:8]3[C:7]=2[CH:6]=1.[CH2:29]([Mg]Cl)[CH3:30], predict the reaction product. The product is: [CH2:29]([C:26]1([OH:28])[CH2:25][CH:9]2[CH:10]([C:15]3[CH:16]=[CH:17][C:18]([O:21][CH2:22][O:23][CH3:24])=[CH:19][CH:20]=3)[O:11][C:12]3[CH:13]=[CH:14][C:5]([O:4][CH2:3][O:2][CH3:1])=[CH:6][C:7]=3[CH:8]2[CH2:27]1)[CH3:30].